Dataset: Forward reaction prediction with 1.9M reactions from USPTO patents (1976-2016). Task: Predict the product of the given reaction. (1) Given the reactants Br[C:2](Br)=[CH:3][CH2:4][CH:5]1[CH2:10][CH2:9][N:8]([C:11]([O:13][C:14]([CH3:17])([CH3:16])[CH3:15])=[O:12])[CH2:7][CH2:6]1.C([Li])CCC.Cl.O, predict the reaction product. The product is: [CH2:4]([CH:5]1[CH2:10][CH2:9][N:8]([C:11]([O:13][C:14]([CH3:17])([CH3:16])[CH3:15])=[O:12])[CH2:7][CH2:6]1)[C:3]#[CH:2]. (2) Given the reactants [NH2:1][C:2]12[CH2:9][CH2:8][C:5](/[CH:10]=[CH:11]/[C:12]3[C:13]4[N:23]=[C:22]([O:24][CH3:25])[CH:21]=[CH:20][C:14]=4[N:15]=[N:16][C:17]=3[C:18]#[N:19])([CH2:6][CH2:7]1)[O:4][CH2:3]2.[O:26]=[C:27]1[CH2:32][O:31][C:30]2[CH:33]=[CH:34][C:35]([CH:37]=O)=[N:36][C:29]=2[NH:28]1, predict the reaction product. The product is: [CH3:25][O:24][C:22]1[CH:21]=[CH:20][C:14]2[N:15]=[N:16][C:17]([C:18]#[N:19])=[C:12](/[CH:11]=[CH:10]/[C:5]34[CH2:8][CH2:9][C:2]([NH:1][CH2:37][C:35]5[CH:34]=[CH:33][C:30]6[O:31][CH2:32][C:27](=[O:26])[NH:28][C:29]=6[N:36]=5)([CH2:7][CH2:6]3)[CH2:3][O:4]4)[C:13]=2[N:23]=1.